This data is from Peptide-MHC class II binding affinity with 134,281 pairs from IEDB. The task is: Regression. Given a peptide amino acid sequence and an MHC pseudo amino acid sequence, predict their binding affinity value. This is MHC class II binding data. (1) The peptide sequence is PNESYKKQVTIRIGC. The MHC is DRB1_0405 with pseudo-sequence DRB1_0405. The binding affinity (normalized) is 0.607. (2) The peptide sequence is SVQVRGELAAEEVEV. The MHC is DRB5_0101 with pseudo-sequence DRB5_0101. The binding affinity (normalized) is 0.0966.